From a dataset of Forward reaction prediction with 1.9M reactions from USPTO patents (1976-2016). Predict the product of the given reaction. (1) Given the reactants Cl[C:2]1[CH:24]=[CH:23][C:5]([C:6]([NH:8][C:9]2[CH:14]=[CH:13][CH:12]=[CH:11][C:10]=2[CH2:15][N:16]2[CH2:21][CH2:20][N:19]([CH3:22])[CH2:18][CH2:17]2)=[O:7])=[CH:4][N:3]=1.[CH:25]1([NH:28][C:29](=[O:46])[C:30]2[CH:35]=[CH:34][C:33]([CH3:36])=[C:32](B3OC(C)(C)C(C)(C)O3)[CH:31]=2)[CH2:27][CH2:26]1, predict the reaction product. The product is: [CH:25]1([NH:28][C:29]([C:30]2[CH:35]=[CH:34][C:33]([CH3:36])=[C:32]([C:2]3[CH:24]=[CH:23][C:5]([C:6]([NH:8][C:9]4[CH:14]=[CH:13][CH:12]=[CH:11][C:10]=4[CH2:15][N:16]4[CH2:21][CH2:20][N:19]([CH3:22])[CH2:18][CH2:17]4)=[O:7])=[CH:4][N:3]=3)[CH:31]=2)=[O:46])[CH2:26][CH2:27]1. (2) Given the reactants [CH3:1][O:2][C:3]1[C:4]([CH3:34])=[C:5]([C:25]([O:32][CH3:33])=[C:26]([O:30][CH3:31])[C:27]=1[O:28][CH3:29])[CH2:6]C1C=CC(C(OC)=O)=C(OS(C(F)(F)F)(=O)=O)C=1.C(=O)([O-])[O-].[Na+].[Na+].[Cl-].[Li+].[C:43]1(B(O)O)[CH:48]=[CH:47][CH:46]=[CH:45][CH:44]=1.[C:52]([O:55][CH2:56]C)(=[O:54])[CH3:53], predict the reaction product. The product is: [CH3:1][O:2][C:3]1[C:4]([CH3:34])=[C:5]([C:25]([O:32][CH3:33])=[C:26]([O:30][CH3:31])[C:27]=1[O:28][CH3:29])[CH2:6][C:3]1[CH:4]=[CH:5][C:53]([C:52]([O:55][CH3:56])=[O:54])=[C:26]([C:43]2[CH:48]=[CH:47][CH:46]=[CH:45][CH:44]=2)[CH:27]=1. (3) Given the reactants [CH2:1]1[CH2:5][O:4][CH2:3][CH2:2]1.B1C2CCCC1CCC2.[NH2:15][C:16]1[C:17]2C=C(C=C)[S:30][C:18]=2[N:19]=[C:20]([C:22]2[CH:23]=[C:24]([CH:27]=[CH:28][CH:29]=2)[C:25]#[N:26])[N:21]=1, predict the reaction product. The product is: [NH2:15][C:16]1[C:17]2[CH:3]=[C:2]([CH2:1][CH2:5][OH:4])[S:30][C:18]=2[N:19]=[C:20]([C:22]2[CH:23]=[C:24]([CH:27]=[CH:28][CH:29]=2)[C:25]#[N:26])[N:21]=1. (4) Given the reactants [CH3:1][C:2]1[C:20]([CH3:21])=[CH:19][CH:18]=[CH:17][C:3]=1[O:4][C:5]1[CH:10]=[CH:9][C:8]([CH:11]2[O:16][CH2:15][CH2:14][NH:13][CH2:12]2)=[CH:7][CH:6]=1.C([O-])([O-])=O.[K+].[K+].[C:28]([O:32][C:33](=[O:38])[CH2:34][CH2:35][CH2:36]Br)([CH3:31])([CH3:30])[CH3:29], predict the reaction product. The product is: [C:28]([O:32][C:33](=[O:38])[CH2:34][CH2:35][CH2:36][N:13]1[CH2:14][CH2:15][O:16][CH:11]([C:8]2[CH:7]=[CH:6][C:5]([O:4][C:3]3[CH:17]=[CH:18][CH:19]=[C:20]([CH3:21])[C:2]=3[CH3:1])=[CH:10][CH:9]=2)[CH2:12]1)([CH3:31])([CH3:30])[CH3:29]. (5) The product is: [CH3:13][CH:12]([N:14]1[CH2:20][CH2:19][CH2:18][N:17]([C:21]([C@H:23]2[CH2:27][CH2:26][N:25]([C:7]3[CH:8]=[CH:9][C:4]([C:2](=[O:3])[CH3:1])=[CH:5][CH:6]=3)[CH2:24]2)=[O:22])[CH2:16][CH2:15]1)[CH3:11]. Given the reactants [CH3:1][C:2]([C:4]1[CH:9]=[CH:8][C:7](Br)=[CH:6][CH:5]=1)=[O:3].[CH3:11][CH:12]([N:14]1[CH2:20][CH2:19][CH2:18][N:17]([C:21]([C@H:23]2[CH2:27][CH2:26][NH:25][CH2:24]2)=[O:22])[CH2:16][CH2:15]1)[CH3:13], predict the reaction product. (6) Given the reactants [Cl:1][CH2:2][C:3]([C:5]1[CH:10]=[C:9]([CH3:11])[CH:8]=[CH:7][C:6]=1[CH3:12])=[O:4].[CH2:13](O)[CH:14]([OH:16])[CH3:15], predict the reaction product. The product is: [Cl:1][CH2:2][C:3]1([C:5]2[CH:10]=[C:9]([CH3:11])[CH:8]=[CH:7][C:6]=2[CH3:12])[O:16][CH:14]([CH3:15])[CH2:13][O:4]1.